Dataset: Acute oral toxicity (LD50) regression data from Zhu et al.. Task: Regression/Classification. Given a drug SMILES string, predict its toxicity properties. Task type varies by dataset: regression for continuous values (e.g., LD50, hERG inhibition percentage) or binary classification for toxic/non-toxic outcomes (e.g., AMES mutagenicity, cardiotoxicity, hepatotoxicity). Dataset: ld50_zhu. (1) The compound is C=C(C)C(=O)CC. The rat oral LD50 is 2.37, given as -log10 of the dose in mol/kg body weight (higher means more acutely toxic). (2) The compound is Nc1ccc(Oc2ccc(S(=O)(=O)c3ccc(Oc4ccc(N)cc4)cc3)cc2)cc1. The rat oral LD50 is 3.29, given as -log10 of the dose in mol/kg body weight (higher means more acutely toxic). (3) The drug is O=C1NN=C(c2ccccc2)CO1. The rat oral LD50 is 2.60, given as -log10 of the dose in mol/kg body weight (higher means more acutely toxic). (4) The drug is C=C(C)C(=O)OCC1CO1. The rat oral LD50 is 2.38, given as -log10 of the dose in mol/kg body weight (higher means more acutely toxic). (5) The rat oral LD50 is 3.48, given as -log10 of the dose in mol/kg body weight (higher means more acutely toxic). The drug is BrC=CBr. (6) The drug is CP(=S)(Oc1ccccc1)Oc1ccc(C#N)cc1. The rat oral LD50 is 3.56, given as -log10 of the dose in mol/kg body weight (higher means more acutely toxic). (7) The molecule is Cc1cccc(C(=O)Cl)c1. The rat oral LD50 is 1.65, given as -log10 of the dose in mol/kg body weight (higher means more acutely toxic).